From a dataset of Retrosynthesis with 50K atom-mapped reactions and 10 reaction types from USPTO. Predict the reactants needed to synthesize the given product. (1) Given the product O=c1c2c[nH]c3ccccc3c-2nn1-c1ccc(O)cc1, predict the reactants needed to synthesize it. The reactants are: COc1ccc(-n2nc3c4ccccc4[nH]cc-3c2=O)cc1. (2) Given the product Cn1c2c(c(=O)n1Cc1cccc(F)c1)[C@H]1CC[C@]2(C)C1(C)C, predict the reactants needed to synthesize it. The reactants are: Cn1[nH]c(=O)c2c1[C@]1(C)CC[C@H]2C1(C)C.Fc1cccc(CBr)c1. (3) The reactants are: O=C(O)C1CNC1.O=Cc1ccc2c(c1)CCc1c-2noc1CCC1(c2ccc(F)cc2)CCCCC1. Given the product O=C(O)C1CN(Cc2ccc3c(c2)CCc2c-3noc2CCC2(c3ccc(F)cc3)CCCCC2)C1, predict the reactants needed to synthesize it. (4) Given the product O=C(Oc1ccc([N+](=O)[O-])cc1)c1ccc2[nH]cc(CCN3C(=O)c4ccccc4C3=O)c2c1, predict the reactants needed to synthesize it. The reactants are: O=C(O)c1ccc2[nH]cc(CCN3C(=O)c4ccccc4C3=O)c2c1.O=[N+]([O-])c1ccc(O)cc1. (5) Given the product CC(C)(C)OC(=O)N1CCc2ccc(OS(C)(=O)=O)cc2CC1, predict the reactants needed to synthesize it. The reactants are: CC(C)(C)OC(=O)N1CCc2ccc(O)cc2CC1.CS(=O)(=O)Cl. (6) The reactants are: COc1cc(N2CCOCC2)ccc1N.O=C(c1nc(Cl)nc2[nH]cnc12)N1CCOCC1. Given the product COc1cc(N2CCOCC2)ccc1Nc1nc(C(=O)N2CCOCC2)c2nc[nH]c2n1, predict the reactants needed to synthesize it.